From a dataset of Reaction yield outcomes from USPTO patents with 853,638 reactions. Predict the reaction yield, written as a fraction of the theoretical maximum amount of product (1.0 means a 100% yield; for example, 0.34 means a 34% yield). (1) The reactants are [F:1][C:2]1[C:7]2[NH:8][CH:9]=[N:10][C:6]=2[CH:5]=[C:4]([C:11]([OH:13])=O)[C:3]=1[NH:14][C:15]1[CH:20]=[CH:19][C:18]([Br:21])=[CH:17][C:16]=1[CH3:22].CCN(C(C)C)C(C)C.C1CN([P+](ON2N=NC3C=[CH:53][CH:54]=[CH:55][C:50]2=3)(N2CCCC2)N2CCCC2)CC1.F[P-](F)(F)(F)(F)F.Cl.C1([N:69](C)[OH:70])CC1. The catalyst is C1COCC1.C(Cl)Cl. The product is [CH:54]1([CH2:53][O:70][NH:69][C:11]([C:4]2[C:3]([NH:14][C:15]3[CH:20]=[CH:19][C:18]([Br:21])=[CH:17][C:16]=3[CH3:22])=[C:2]([F:1])[C:7]3[NH:8][CH:9]=[N:10][C:6]=3[CH:5]=2)=[O:13])[CH2:55][CH2:50]1. The yield is 0.450. (2) The reactants are [NH2:1][C:2]1[N:7]=[C:6]([CH2:8][O:9]/[N:10]=[C:11](/[C:19]2[CH:24]=[CH:23][CH:22]=[CH:21][CH:20]=2)\[C:12]2[N:13]([CH3:18])[O:14][C:15](=[O:17])[N:16]=2)[CH:5]=[CH:4][CH:3]=1.N1C=CC=CC=1.[C:31](Cl)(=[O:41])[O:32][CH2:33][CH2:34][C:35]1[CH:40]=[CH:39][CH:38]=[CH:37][CH:36]=1. The catalyst is ClCCl. The product is [CH3:18][N:13]1[C:12](/[C:11](=[N:10]\[O:9][CH2:8][C:6]2[N:7]=[C:2]([NH:1][C:31](=[O:41])[O:32][CH2:33][CH2:34][C:35]3[CH:40]=[CH:39][CH:38]=[CH:37][CH:36]=3)[CH:3]=[CH:4][CH:5]=2)/[C:19]2[CH:24]=[CH:23][CH:22]=[CH:21][CH:20]=2)=[N:16][C:15](=[O:17])[O:14]1. The yield is 0.880. (3) The reactants are C[O:2][C:3]1[CH:8]=[CH:7][N:6]=[CH:5][CH:4]=1.[CH3:9][CH2:10][Mg+].[Br-].[CH3:13][C:14]([O-:17])([CH3:16])[CH3:15].[K+].C1C[O:22][CH2:21]C1. The catalyst is CCOCC. The product is [C:14]([O:17][C:21]([N:6]1[CH:7]=[CH:8][C:3](=[O:2])[CH2:4][CH:5]1[CH2:9][CH3:10])=[O:22])([CH3:16])([CH3:15])[CH3:13]. The yield is 0.860. (4) The reactants are [F:1][C:2]1[C:25]([C:26]([OH:28])=O)=[CH:24][CH:23]=[CH:22][C:3]=1[O:4][C:5]1[C:10]2=[C:11]([CH:19]([CH3:21])[CH3:20])[C:12]([C:14]([O:16][CH2:17][CH3:18])=[O:15])=[CH:13][N:9]2[N:8]=[CH:7][N:6]=1.CCN=C=NCCCN(C)C.CCN(C(C)C)C(C)C.C1C=CC2N(O)N=NC=2C=1.Cl.[O:60]([NH2:62])[CH3:61].CN([P+](ON1N=NC2C=CC=CC1=2)(N(C)C)N(C)C)C.F[P-](F)(F)(F)(F)F. The yield is 0.930. The catalyst is CN(C)C=O. The product is [F:1][C:2]1[C:25]([C:26]([NH:62][O:60][CH3:61])=[O:28])=[CH:24][CH:23]=[CH:22][C:3]=1[O:4][C:5]1[C:10]2=[C:11]([CH:19]([CH3:21])[CH3:20])[C:12]([C:14]([O:16][CH2:17][CH3:18])=[O:15])=[CH:13][N:9]2[N:8]=[CH:7][N:6]=1. (5) The product is [F:1][C:2]1[C:3]([NH:17][CH:18]=[O:23])=[N:4][C:5]([O:8][N:9]=[CH:10][C:11]2[CH:16]=[CH:15][CH:14]=[CH:13][CH:12]=2)=[N:6][CH:7]=1. The reactants are [F:1][C:2]1[C:3]([N:17]=[CH:18]N(C)C)=[N:4][C:5]([O:8][N:9]=[CH:10][C:11]2[CH:16]=[CH:15][CH:14]=[CH:13][CH:12]=2)=[N:6][CH:7]=1.Cl.[O:23]1CCOCC1. No catalyst specified. The yield is 0.220. (6) The reactants are [Cl:1][C:2]1[CH:7]=[CH:6][C:5]([S:8]([CH2:11][C:12]#[N:13])(=[O:10])=[O:9])=[CH:4][CH:3]=1.[C:14](=S)=[S:15].[H-].[Na+].IC.[CH3:21][S:22]([CH3:24])=O. The catalyst is O. The product is [Cl:1][C:2]1[CH:3]=[CH:4][C:5]([S:8]([C:11](=[C:21]([S:15][CH3:14])[S:22][CH3:24])[C:12]#[N:13])(=[O:9])=[O:10])=[CH:6][CH:7]=1. The yield is 0.650. (7) The product is [F:32][CH:2]([F:1])[C:3]1[N:7]([C:8]2[N:9]=[C:10]([N:20]3[CH2:25][CH2:24][N:23]([S:40]([CH3:39])(=[O:42])=[O:41])[CH2:22][CH2:21]3)[CH:11]=[C:12]([N:14]3[CH2:15][CH2:16][O:17][CH2:18][CH2:19]3)[N:13]=2)[C:6]2[CH:26]=[CH:27][CH:28]=[C:29]([O:30][CH3:31])[C:5]=2[N:4]=1. The catalyst is C(Cl)Cl. The yield is 0.670. The reactants are [F:1][CH:2]([F:32])[C:3]1[N:7]([C:8]2[N:13]=[C:12]([N:14]3[CH2:19][CH2:18][O:17][CH2:16][CH2:15]3)[CH:11]=[C:10]([N:20]3[CH2:25][CH2:24][NH:23][CH2:22][CH2:21]3)[N:9]=2)[C:6]2[CH:26]=[CH:27][CH:28]=[C:29]([O:30][CH3:31])[C:5]=2[N:4]=1.C([O-])([O-])=O.[K+].[K+].[CH3:39][S:40](Cl)(=[O:42])=[O:41].O.